From a dataset of Full USPTO retrosynthesis dataset with 1.9M reactions from patents (1976-2016). Predict the reactants needed to synthesize the given product. (1) Given the product [Br:1][C:2]1[CH:9]=[C:8]([N:10]2[C:14]([OH:15])=[C:13]([C:27](=[O:28])[CH:26]=[C:25]([CH3:30])[CH3:24])[C:12]([CH3:16])=[N:11]2)[CH:7]=[CH:6][C:3]=1[C:4]#[N:5], predict the reactants needed to synthesize it. The reactants are: [Br:1][C:2]1[CH:9]=[C:8]([N:10]2[C:14]([OH:15])=[CH:13][C:12]([CH3:16])=[N:11]2)[CH:7]=[CH:6][C:3]=1[C:4]#[N:5].[O-]CC.[Mg+2].[O-]CC.[CH3:24][C:25]([CH3:30])=[CH:26][C:27](Cl)=[O:28]. (2) Given the product [Cl:23][C:18]1[CH:19]=[CH:20][CH:21]=[CH:22][C:17]=1[O:16][CH2:15][C:11]1([CH3:14])[CH2:10][CH2:9][NH:8][CH2:13][CH2:12]1, predict the reactants needed to synthesize it. The reactants are: C(OC([N:8]1[CH2:13][CH2:12][C:11]([CH2:15][O:16][C:17]2[CH:22]=[CH:21][CH:20]=[CH:19][C:18]=2[Cl:23])([CH3:14])[CH2:10][CH2:9]1)=O)(C)(C)C.C(=O)([O-])[O-].[Na+].[Na+].ClCCl. (3) Given the product [Br:11][C:12]1[CH:13]=[C:14]([NH:18][C:19]2[C:20]3[C:27]4[CH2:28][CH2:29][CH:30]([C:32]([N:5]5[CH2:10][CH2:9][CH2:8][CH2:7][CH2:6]5)=[O:33])[CH2:31][C:26]=4[S:25][C:21]=3[N:22]=[CH:23][N:24]=2)[CH:15]=[CH:16][CH:17]=1, predict the reactants needed to synthesize it. The reactants are: C[Al](C)C.[NH:5]1[CH2:10][CH2:9][CH2:8][CH2:7][CH2:6]1.[Br:11][C:12]1[CH:13]=[C:14]([NH:18][C:19]2[C:20]3[C:27]4[CH2:28][CH2:29][CH:30]([C:32](OCC)=[O:33])[CH2:31][C:26]=4[S:25][C:21]=3[N:22]=[CH:23][N:24]=2)[CH:15]=[CH:16][CH:17]=1. (4) Given the product [Cl:39][C:10]1[C:11]([CH3:38])=[C:12]([C:16]2[CH:21]=[CH:20][CH:19]=[C:18]([CH2:22][O:23][C:24]3[CH:37]=[CH:36][C:27]4[C@H:28]([CH2:31][C:32]([O:34][CH3:35])=[O:33])[CH2:29][O:30][C:26]=4[CH:25]=3)[CH:17]=2)[C:13]([CH3:15])=[CH:14][C:9]=1[OH:8], predict the reactants needed to synthesize it. The reactants are: [Si]([O:8][C:9]1[CH:14]=[C:13]([CH3:15])[C:12]([C:16]2[CH:21]=[CH:20][CH:19]=[C:18]([CH2:22][O:23][C:24]3[CH:37]=[CH:36][C:27]4[C@H:28]([CH2:31][C:32]([O:34][CH3:35])=[O:33])[CH2:29][O:30][C:26]=4[CH:25]=3)[CH:17]=2)=[C:11]([CH3:38])[C:10]=1[Cl:39])(C(C)(C)C)(C)C.O1CCCC1.[F-].C([N+](CCCC)(CCCC)CCCC)CCC. (5) Given the product [CH3:19][C:18]([CH3:20])([CH3:21])[CH2:17][CH2:16][C:15]([N:12]1[CH2:13][CH2:14][N:9]([C:5]2[N:4]=[C:3]([C:2]3[N:1]=[C:28]([CH:25]4[CH2:27][CH2:26]4)[O:24][N:23]=3)[CH:8]=[CH:7][N:6]=2)[CH2:10][CH2:11]1)=[O:22], predict the reactants needed to synthesize it. The reactants are: [NH2:1][C:2](=[N:23][OH:24])[C:3]1[CH:8]=[CH:7][N:6]=[C:5]([N:9]2[CH2:14][CH2:13][N:12]([C:15](=[O:22])[CH2:16][CH2:17][C:18]([CH3:21])([CH3:20])[CH3:19])[CH2:11][CH2:10]2)[N:4]=1.[CH:25]1([C:28](Cl)=O)[CH2:27][CH2:26]1. (6) The reactants are: C([O:4][C@@H:5]1[C@@H:10]([O:11]C(=O)C)[C@H:9]([O:15]C(=O)C)[C@@H:8]([CH2:19][O:20]C(=O)C)[O:7][C@H:6]1[O:24][C:25]1[C:29]([CH2:30][C:31]2[CH:36]=[CH:35][C:34]([O:37][CH2:38][CH2:39][CH2:40][NH2:41])=[CH:33][C:32]=2[CH3:42])=[C:28]([CH:43]([CH3:45])[CH3:44])[NH:27][N:26]=1)(=O)C.[NH2:46][CH2:47][CH2:48][OH:49].NCCN1CC[O:56][CH2:55]C1. Given the product [C@@H:6]1([O:24][C:25]2[C:29]([CH2:30][C:31]3[CH:36]=[CH:35][C:34]([O:37][CH2:38][CH2:39][CH2:40][NH:41][C:55]([NH:46][CH2:47][CH2:48][OH:49])=[O:56])=[CH:33][C:32]=3[CH3:42])=[C:28]([CH:43]([CH3:45])[CH3:44])[NH:27][N:26]=2)[O:7][C@H:8]([CH2:19][OH:20])[C@@H:9]([OH:15])[C@H:10]([OH:11])[C@H:5]1[OH:4], predict the reactants needed to synthesize it.